From a dataset of Peptide-MHC class I binding affinity with 185,985 pairs from IEDB/IMGT. Regression. Given a peptide amino acid sequence and an MHC pseudo amino acid sequence, predict their binding affinity value. This is MHC class I binding data. (1) The MHC is HLA-A29:02 with pseudo-sequence HLA-A29:02. The peptide sequence is VLSDLCNFL. The binding affinity (normalized) is 0.0847. (2) The peptide sequence is VFFKQWFEK. The MHC is HLA-A11:01 with pseudo-sequence HLA-A11:01. The binding affinity (normalized) is 0.529. (3) The peptide sequence is KSLKLLNTR. The MHC is H-2-Db with pseudo-sequence H-2-Db. The binding affinity (normalized) is 0. (4) The peptide sequence is ILKEPVHGV. The MHC is Mamu-A2601 with pseudo-sequence Mamu-A2601. The binding affinity (normalized) is 0. (5) The peptide sequence is ALMSIISTFH. The MHC is HLA-A68:01 with pseudo-sequence HLA-A68:01. The binding affinity (normalized) is 0.0685. (6) The binding affinity (normalized) is 0.189. The MHC is HLA-A02:01 with pseudo-sequence HLA-A02:01. The peptide sequence is YQAVVPLVY. (7) The peptide sequence is WQQWDRQSL. The binding affinity (normalized) is 0.0847. The MHC is HLA-A25:01 with pseudo-sequence HLA-A25:01. (8) The peptide sequence is RSLFNTVATLY. The MHC is HLA-B54:01 with pseudo-sequence HLA-B54:01. The binding affinity (normalized) is 0. (9) The peptide sequence is PVILSKLML. The MHC is HLA-A68:02 with pseudo-sequence HLA-A68:02. The binding affinity (normalized) is 0.165. (10) The peptide sequence is ALWEIQQVV. The MHC is HLA-A02:03 with pseudo-sequence HLA-A02:03. The binding affinity (normalized) is 0.769.